This data is from Peptide-MHC class I binding affinity with 185,985 pairs from IEDB/IMGT. The task is: Regression. Given a peptide amino acid sequence and an MHC pseudo amino acid sequence, predict their binding affinity value. This is MHC class I binding data. (1) The peptide sequence is TDGFFEVVSW. The MHC is H-2-Kb with pseudo-sequence H-2-Kb. The binding affinity (normalized) is 0.163. (2) The peptide sequence is KPKHLYVSM. The MHC is HLA-A02:12 with pseudo-sequence HLA-A02:12. The binding affinity (normalized) is 0.0847. (3) The peptide sequence is FPQGKAREF. The MHC is HLA-B35:01 with pseudo-sequence HLA-B35:01. The binding affinity (normalized) is 0.502.